This data is from NCI-60 drug combinations with 297,098 pairs across 59 cell lines. The task is: Regression. Given two drug SMILES strings and cell line genomic features, predict the synergy score measuring deviation from expected non-interaction effect. (1) Synergy scores: CSS=25.8, Synergy_ZIP=-5.50, Synergy_Bliss=-3.22, Synergy_Loewe=-22.5, Synergy_HSA=-4.86. Drug 2: CCCS(=O)(=O)NC1=C(C(=C(C=C1)F)C(=O)C2=CNC3=C2C=C(C=N3)C4=CC=C(C=C4)Cl)F. Cell line: K-562. Drug 1: CC1OCC2C(O1)C(C(C(O2)OC3C4COC(=O)C4C(C5=CC6=C(C=C35)OCO6)C7=CC(=C(C(=C7)OC)O)OC)O)O. (2) Synergy scores: CSS=29.2, Synergy_ZIP=0.598, Synergy_Bliss=2.08, Synergy_Loewe=-2.25, Synergy_HSA=0.258. Cell line: NCI/ADR-RES. Drug 2: CC(C)CN1C=NC2=C1C3=CC=CC=C3N=C2N. Drug 1: C1=CN(C(=O)N=C1N)C2C(C(C(O2)CO)O)O.Cl. (3) Synergy scores: CSS=65.7, Synergy_ZIP=0.158, Synergy_Bliss=2.27, Synergy_Loewe=3.38, Synergy_HSA=6.72. Drug 1: CC(CN1CC(=O)NC(=O)C1)N2CC(=O)NC(=O)C2. Cell line: SF-295. Drug 2: COC1=CC(=CC(=C1O)OC)C2C3C(COC3=O)C(C4=CC5=C(C=C24)OCO5)OC6C(C(C7C(O6)COC(O7)C8=CC=CS8)O)O. (4) Cell line: CCRF-CEM. Synergy scores: CSS=57.5, Synergy_ZIP=26.6, Synergy_Bliss=20.4, Synergy_Loewe=-13.8, Synergy_HSA=8.42. Drug 2: CC1=C2C(C(=O)C3(C(CC4C(C3C(C(C2(C)C)(CC1OC(=O)C(C(C5=CC=CC=C5)NC(=O)C6=CC=CC=C6)O)O)OC(=O)C7=CC=CC=C7)(CO4)OC(=O)C)O)C)OC(=O)C. Drug 1: CC1=C(C=C(C=C1)C(=O)NC2=CC(=CC(=C2)C(F)(F)F)N3C=C(N=C3)C)NC4=NC=CC(=N4)C5=CN=CC=C5. (5) Drug 1: COC1=CC(=CC(=C1O)OC)C2C3C(COC3=O)C(C4=CC5=C(C=C24)OCO5)OC6C(C(C7C(O6)COC(O7)C8=CC=CS8)O)O. Drug 2: C#CCC(CC1=CN=C2C(=N1)C(=NC(=N2)N)N)C3=CC=C(C=C3)C(=O)NC(CCC(=O)O)C(=O)O. Cell line: OVCAR-5. Synergy scores: CSS=14.8, Synergy_ZIP=-7.03, Synergy_Bliss=-5.56, Synergy_Loewe=-2.92, Synergy_HSA=-2.88. (6) Drug 1: CCC1=CC2CC(C3=C(CN(C2)C1)C4=CC=CC=C4N3)(C5=C(C=C6C(=C5)C78CCN9C7C(C=CC9)(C(C(C8N6C)(C(=O)OC)O)OC(=O)C)CC)OC)C(=O)OC.C(C(C(=O)O)O)(C(=O)O)O. Drug 2: C1=NC(=NC(=O)N1C2C(C(C(O2)CO)O)O)N. Cell line: SK-MEL-28. Synergy scores: CSS=36.8, Synergy_ZIP=2.83, Synergy_Bliss=4.75, Synergy_Loewe=-10.6, Synergy_HSA=1.04. (7) Drug 1: C1CCC(CC1)NC(=O)N(CCCl)N=O. Drug 2: CN(CCCl)CCCl.Cl. Cell line: OVCAR-4. Synergy scores: CSS=6.84, Synergy_ZIP=-1.01, Synergy_Bliss=3.73, Synergy_Loewe=1.67, Synergy_HSA=2.01.